From a dataset of Forward reaction prediction with 1.9M reactions from USPTO patents (1976-2016). Predict the product of the given reaction. Given the reactants [OH:1][CH2:2][CH2:3][CH2:4][N:5]1[CH:9]=[C:8]([C:10]2[CH:11]=[CH:12][C:13]([NH:21][C:22]3[C:27]([C:28]([F:31])([F:30])[F:29])=[CH:26][N:25]=[C:24]([NH:32][C:33]4[CH:47]=[CH:46][C:36]([CH2:37][P:38](=[O:45])([O:42][CH2:43][CH3:44])[O:39][CH2:40][CH3:41])=[CH:35][C:34]=4[O:48][CH3:49])[N:23]=3)=[C:14]3[C:18]=2[CH2:17][N:16](C)[C:15]3=[O:20])[CH:7]=[N:6]1.NC1C=CC(C2C=NN(CCCO)C=2)=CC=1C(NC)=O, predict the reaction product. The product is: [OH:1][CH2:2][CH2:3][CH2:4][N:5]1[CH:9]=[C:8]([C:10]2[CH:11]=[CH:12][C:13]([NH:21][C:22]3[C:27]([C:28]([F:29])([F:30])[F:31])=[CH:26][N:25]=[C:24]([NH:32][C:33]4[CH:47]=[CH:46][C:36]([CH2:37][P:38](=[O:45])([O:42][CH2:43][CH3:44])[O:39][CH2:40][CH3:41])=[CH:35][C:34]=4[O:48][CH3:49])[N:23]=3)=[C:14]([C:15](=[O:20])[NH:16][CH3:17])[CH:18]=2)[CH:7]=[N:6]1.